Dataset: Full USPTO retrosynthesis dataset with 1.9M reactions from patents (1976-2016). Task: Predict the reactants needed to synthesize the given product. (1) Given the product [NH2:1][C:2]1[N:6]([C@@H:7]2[CH2:12][CH2:11][CH2:10][N:9]([C:13](=[O:19])/[CH:14]=[CH:15]/[CH3:16])[CH2:8]2)[N:5]=[C:4]([C:20]2[CH:21]=[CH:22][C:23]([O:26][C:27]3[CH:32]=[CH:31][C:30]([F:33])=[CH:29][C:28]=3[F:34])=[CH:24][CH:25]=2)[C:3]=1[C:35]([NH2:37])=[O:36], predict the reactants needed to synthesize it. The reactants are: [NH2:1][C:2]1[N:6]([C@@H:7]2[CH2:12][CH2:11][CH2:10][N:9]([C:13](=[O:19])/[CH:14]=[CH:15]/[CH2:16]CO)[CH2:8]2)[N:5]=[C:4]([C:20]2[CH:25]=[CH:24][C:23]([O:26][C:27]3[CH:32]=[CH:31][C:30]([F:33])=[CH:29][C:28]=3[F:34])=[CH:22][CH:21]=2)[C:3]=1[C:35]([NH2:37])=[O:36].C(O)(=O)/C=C/C. (2) Given the product [C:1]([O:4][C@H:5]1[C@@H:14]2[O:15][C:16]([CH3:19])([CH3:18])[O:17][C@@:13]32[C@H:8]([C@H:9]([C:21]2[N:30]=[C:26]([CH2:27][CH3:28])[S:29][CH:22]=2)[CH2:10][CH2:11][C@H:12]3[CH3:20])[CH:7]=[C:6]1[CH3:25])(=[O:3])[CH3:2], predict the reactants needed to synthesize it. The reactants are: [C:1]([O:4][C@H:5]1[C@@H:14]2[O:15][C:16]([CH3:19])([CH3:18])[O:17][C@:13]32[C@H:8]([C@H:9]([C:21](=O)[CH2:22]Br)[CH2:10][CH2:11][C@@H:12]3[CH3:20])[CH:7]=[C:6]1[CH3:25])(=[O:3])[CH3:2].[C:26]([NH2:30])(=[S:29])[CH2:27][CH3:28]. (3) Given the product [Br:22][C:23]1[C:28]([O:29][CH2:30][C:31]2[CH:32]=[CH:33][C:34]([O:37][CH3:38])=[CH:35][CH:36]=2)=[CH:27][CH:26]=[CH:25][C:24]=1[CH2:39][O:40][CH:4]1[CH2:3][CH2:2][CH2:1][CH2:6][O:5]1, predict the reactants needed to synthesize it. The reactants are: [CH2:1]1[CH2:6][O:5][CH:4]=[CH:3][CH2:2]1.CC1(C)C2(CS(O)(=O)=O)C(CC1CC2)=O.[Br:22][C:23]1[C:28]([O:29][CH2:30][C:31]2[CH:36]=[CH:35][C:34]([O:37][CH3:38])=[CH:33][CH:32]=2)=[CH:27][CH:26]=[CH:25][C:24]=1[CH2:39][OH:40].C([O-])(O)=O.[Na+]. (4) Given the product [CH3:1][N:30]1[CH:31]=[C:27]([C:25]2[CH:24]=[CH:23][C:22]3[C:16]4[N:17]([CH:33]=[C:14]([C:13]5[N:9]([CH:6]([CH3:8])[CH3:7])[N:10]=[CH:11][N:12]=5)[N:15]=4)[CH2:18][CH2:19][O:20][C:21]=3[CH:26]=2)[N:28]=[C:29]1[CH3:32].[CH3:1][N:28]1[C:27]([C:25]2[CH:24]=[CH:23][C:22]3[C:16]4[N:17]([CH:33]=[C:14]([C:13]5[N:9]([CH:6]([CH3:8])[CH3:7])[N:10]=[CH:11][N:12]=5)[N:15]=4)[CH2:18][CH2:19][O:20][C:21]=3[CH:26]=2)=[CH:31][N:30]=[C:29]1[CH3:32], predict the reactants needed to synthesize it. The reactants are: [CH3:1]N(C=O)C.[CH:6]([N:9]1[C:13]([C:14]2[N:15]=[C:16]3[C:22]4[CH:23]=[CH:24][C:25]([C:27]5[N:28]=[C:29]([CH3:32])[NH:30][CH:31]=5)=[CH:26][C:21]=4[O:20][CH2:19][CH2:18][N:17]3[CH:33]=2)=[N:12][CH:11]=[N:10]1)([CH3:8])[CH3:7].IC.O.